The task is: Predict the product of the given reaction.. This data is from Forward reaction prediction with 1.9M reactions from USPTO patents (1976-2016). (1) Given the reactants Cl[CH2:2][C:3]1[CH:13]=[CH:12][C:6]2[O:7][C:8]([F:11])([F:10])[O:9][C:5]=2[CH:4]=1.[CH3:14][NH2:15], predict the reaction product. The product is: [F:10][C:8]1([F:11])[O:7][C:6]2[CH:12]=[CH:13][C:3]([CH2:2][NH:15][CH3:14])=[CH:4][C:5]=2[O:9]1. (2) Given the reactants Cl.Cl.[CH3:3][O:4][C:5](=[O:55])[C@@H:6]([NH:22][C:23]([C@@H:25]1[CH2:34][C:33]2[CH:32]=[C:31]3[O:35][CH2:36][C@H:37]([C:39]4[CH:44]=[CH:43][C:42]([O:45][CH2:46][C:47]5[CH:52]=[CH:51][C:50]([Cl:53])=[C:49]([Cl:54])[CH:48]=5)=[CH:41][CH:40]=4)[O:38][C:30]3=[CH:29][C:28]=2[CH2:27][NH:26]1)=[O:24])[CH2:7][C:8]1[CH:13]=[CH:12][C:11]([C:14]2[CH:19]=[CH:18][N:17]=[C:16]([CH3:20])[C:15]=2[CH3:21])=[CH:10][CH:9]=1, predict the reaction product. The product is: [CH3:3][O:4][C:5](=[O:55])[C@@H:6]([NH:22][C:23]([C@@H:25]1[CH2:34][C:33]2[CH:32]=[C:31]3[O:35][CH2:36][C@H:37]([C:39]4[CH:44]=[CH:43][C:42]([O:45][CH2:46][C:47]5[CH:52]=[CH:51][C:50]([Cl:53])=[C:49]([Cl:54])[CH:48]=5)=[CH:41][CH:40]=4)[O:38][C:30]3=[CH:29][C:28]=2[CH2:27][NH:26]1)=[O:24])[CH2:7][C:8]1[CH:13]=[CH:12][C:11]([C:14]2[CH:19]=[CH:18][N:17]=[C:16]([CH3:20])[C:15]=2[CH3:21])=[CH:10][CH:9]=1. (3) Given the reactants CO.[OH-].[Na+].C([NH:12][CH:13]([CH:17]([CH:19]1[CH2:24][CH2:23][CH2:22][CH2:21][CH2:20]1)[OH:18])[C:14]([OH:16])=[O:15])C1C=CC=CC=1.[H][H], predict the reaction product. The product is: [NH2:12][CH:13]([CH:17]([CH:19]1[CH2:24][CH2:23][CH2:22][CH2:21][CH2:20]1)[OH:18])[C:14]([OH:16])=[O:15]. (4) Given the reactants [CH3:1][O:2][C:3]1[CH:8]=[C:7]([O:9][CH3:10])[CH:6]=[C:5]([O:11][CH3:12])[C:4]=1[CH2:13]O.[Br:15][C:16]1[CH:21]=[CH:20][CH:19]=[CH:18][C:17]=1[SH:22].C(O)(C(F)(F)F)=O.C([O-])(O)=O.[Na+], predict the reaction product. The product is: [Br:15][C:16]1[CH:21]=[CH:20][CH:19]=[CH:18][C:17]=1[S:22][CH2:13][C:4]1[C:5]([O:11][CH3:12])=[CH:6][C:7]([O:9][CH3:10])=[CH:8][C:3]=1[O:2][CH3:1]. (5) Given the reactants [Cl:1][C:2]1[CH:7]=[CH:6][CH:5]=[CH:4][C:3]=1[C:8]1[CH:13]=[CH:12][C:11]([CH2:14][NH:15][CH3:16])=[CH:10][CH:9]=1.[Cl:17][C:18]1[CH:23]=[CH:22][C:21]([CH:24]2[CH2:26][O:25]2)=[CH:20][CH:19]=1, predict the reaction product. The product is: [Cl:17][C:18]1[CH:23]=[CH:22][C:21]([CH:24]([CH2:26][N:15]([CH2:14][C:11]2[CH:12]=[CH:13][C:8]([C:3]3[CH:4]=[CH:5][CH:6]=[CH:7][C:2]=3[Cl:1])=[CH:9][CH:10]=2)[CH3:16])[OH:25])=[CH:20][CH:19]=1. (6) Given the reactants CC1C=CC(S(O)(=O)=O)=CC=1.O.N[C:14]1[CH:15]=[C:16]([CH:21]([CH3:26])[C:22]([O:24][CH3:25])=[O:23])[CH:17]=[CH:18][C:19]=1[F:20].N([O-])=O.[Na+].[I-:31].C([O-])(O)=O.[Na+].[O-]S([O-])(=S)=O.[Na+].[Na+], predict the reaction product. The product is: [F:20][C:19]1[CH:18]=[CH:17][C:16]([CH:21]([CH3:26])[C:22]([O:24][CH3:25])=[O:23])=[CH:15][C:14]=1[I:31]. (7) Given the reactants [Cl:1][C:2]1[C:3]([C:17]([O:19]C)=[O:18])=[N:4][C:5]([Cl:16])=[CH:6][C:7]=1[N:8]([CH3:15])[CH:9]1[CH2:14][CH2:13][O:12][CH2:11][CH2:10]1.[OH-].[Na+], predict the reaction product. The product is: [Cl:1][C:2]1[C:3]([C:17]([OH:19])=[O:18])=[N:4][C:5]([Cl:16])=[CH:6][C:7]=1[N:8]([CH3:15])[CH:9]1[CH2:10][CH2:11][O:12][CH2:13][CH2:14]1. (8) Given the reactants [Cl:1][C:2]1[C:3]([O:24][C:25]2[CH:30]=[CH:29][N:28]=[C:27](Cl)[CH:26]=2)=[CH:4][C:5]([F:23])=[C:6]([NH:8][C:9]([N:11]2[CH2:15][CH2:14][N:13]([CH:16]3[CH2:21][CH2:20][O:19][CH2:18][CH2:17]3)[C:12]2=[O:22])=[O:10])[CH:7]=1.CC1(C)C(C)(C)OB([C:40]2[CH:41]=[N:42][NH:43][CH:44]=2)O1.C([O-])([O-])=O.[K+].[K+], predict the reaction product. The product is: [NH:42]1[CH:41]=[C:40]([C:27]2[CH:26]=[C:25]([O:24][C:3]3[C:2]([Cl:1])=[CH:7][C:6]([NH:8][C:9]([N:11]4[CH2:15][CH2:14][N:13]([CH:16]5[CH2:21][CH2:20][O:19][CH2:18][CH2:17]5)[C:12]4=[O:22])=[O:10])=[C:5]([F:23])[CH:4]=3)[CH:30]=[CH:29][N:28]=2)[CH:44]=[N:43]1. (9) The product is: [CH:22]1([CH2:26][O:18][C:7]2[C:6]3[C:11](=[CH:12][CH:13]=[C:4]([F:3])[C:5]=3[N+:19]([O-:21])=[O:20])[NH:10][C:9](=[O:14])[C:8]=2[CH2:15][CH2:16][CH3:17])[CH2:25][CH2:24][CH2:23]1. Given the reactants [H-].[Na+].[F:3][C:4]1[C:5]([N+:19]([O-:21])=[O:20])=[C:6]2[C:11](=[CH:12][CH:13]=1)[NH:10][C:9](=[O:14])[C:8]([CH2:15][CH2:16][CH3:17])=[C:7]2[OH:18].[CH:22]1([CH2:26]CBr)[CH2:25][CH2:24][CH2:23]1, predict the reaction product.